This data is from Full USPTO retrosynthesis dataset with 1.9M reactions from patents (1976-2016). The task is: Predict the reactants needed to synthesize the given product. (1) Given the product [C:16]1([C:5]#[C:4][CH2:3][CH2:2][CH2:1][OH:6])[C:17]2[C:12](=[CH:11][CH:10]=[CH:9][CH:8]=2)[CH:13]=[CH:14][CH:15]=1, predict the reactants needed to synthesize it. The reactants are: [CH2:1]([OH:6])[CH2:2][CH2:3][C:4]#[CH:5].I[C:8]1[C:17]2[C:12](=[CH:13][CH:14]=[CH:15][CH:16]=2)[CH:11]=[CH:10][CH:9]=1.C(N(CC)CC)C. (2) The reactants are: [Br:1][C:2]1[N:7]=[C:6]2[S:8][C:9]([CH2:11]Br)=[N:10][C:5]2=[CH:4][CH:3]=1.[F:13][C:14]1[C:22]([OH:23])=[CH:21][CH:20]=[C:19]([F:24])[C:15]=1[C:16]([NH2:18])=[O:17].C(=O)([O-])[O-].[K+].[K+]. Given the product [Br:1][C:2]1[N:7]=[C:6]2[S:8][C:9]([CH2:11][O:23][C:22]3[C:14]([F:13])=[C:15]([C:19]([F:24])=[CH:20][CH:21]=3)[C:16]([NH2:18])=[O:17])=[N:10][C:5]2=[CH:4][CH:3]=1, predict the reactants needed to synthesize it.